This data is from Catalyst prediction with 721,799 reactions and 888 catalyst types from USPTO. The task is: Predict which catalyst facilitates the given reaction. (1) Reactant: [CH3:1][C:2]([NH:23]C(=O)OCC1C=CC=CC=1)([CH3:22])[C:3](=[O:21])[N:4]1[CH2:16][C:15]2[NH:14][C:13]3[CH:12]=[CH:11][CH:10]=[C:9]4[C:17](=[O:20])[NH:18][N:19]=[C:6]([C:7]=2[C:8]=34)[CH2:5]1.C1NCC2NC3C=CC=C4C(=O)NN=C1C=2C=34. Product: [NH2:23][C:2]([CH3:22])([CH3:1])[C:3]([N:4]1[CH2:16][C:15]2[NH:14][C:13]3[CH:12]=[CH:11][CH:10]=[C:9]4[C:17](=[O:20])[NH:18][N:19]=[C:6]([C:7]=2[C:8]=34)[CH2:5]1)=[O:21]. The catalyst class is: 45. (2) The catalyst class is: 17. Reactant: [C:1]([CH2:3][C:4]([NH2:6])=[S:5])#[N:2].[C:7](Cl)(=[O:9])[CH3:8].O.Cl. Product: [C:1]([CH:3]([C:7](=[O:9])[CH3:8])[C:4]([NH2:6])=[S:5])#[N:2]. (3) Reactant: Br[C:2]1[O:6][C:5]([CH:7]=[C:8]2[C:16]3[C:11](=[CH:12][CH:13]=[C:14]([Cl:17])[CH:15]=3)[NH:10][C:9]2=[O:18])=[CH:4][CH:3]=1.[F:19][C:20]1[CH:25]=[C:24]([C:26]([O:28][CH3:29])=[O:27])[CH:23]=[CH:22][C:21]=1B(O)O.C([O-])([O-])=O.[Cs+].[Cs+].O. The catalyst class is: 38. Product: [Cl:17][C:14]1[CH:15]=[C:16]2[C:11](=[CH:12][CH:13]=1)[NH:10][C:9](=[O:18])[C:8]2=[CH:7][C:5]1[O:6][C:2]([C:21]2[CH:22]=[CH:23][C:24]([C:26]([O:28][CH3:29])=[O:27])=[CH:25][C:20]=2[F:19])=[CH:3][CH:4]=1. (4) Reactant: CO[C:3]1[N:10]=[CH:9][C:8]([C:11]2[CH:16]=[CH:15][N:14]=[C:13]([NH:17][C:18]3[CH:19]=[N:20][C:21]([CH2:24][N:25]4[CH2:30][CH2:29][O:28][CH2:27][CH2:26]4)=[CH:22][CH:23]=3)[N:12]=2)=[CH:7][C:4]=1[C:5]#[N:6].C1(OP(Cl)([Cl:40])=O)C=CC=CC=1. Product: [Cl:40][C:3]1[N:10]=[CH:9][C:8]([C:11]2[CH:16]=[CH:15][N:14]=[C:13]([NH:17][C:18]3[CH:19]=[N:20][C:21]([CH2:24][N:25]4[CH2:30][CH2:29][O:28][CH2:27][CH2:26]4)=[CH:22][CH:23]=3)[N:12]=2)=[CH:7][C:4]=1[C:5]#[N:6]. The catalyst class is: 6. (5) Reactant: CS[C:3]1[CH:8]=[CH:7][C:6]([C:9]2[CH2:14][O:13][C:11](=[O:12])[C:10]=2[C:15]2[CH:20]=[CH:19][CH:18]=[CH:17][CH:16]=2)=[CH:5][CH:4]=1.O[O:22][S:23]([O-:25])=O.[K+].S([O-])(O[O-])(=O)=O.[K+].[K+].[CH3:35]C(C)=O. Product: [CH3:35][S:23]([C:3]1[CH:4]=[CH:5][C:6]([C:9]2[CH2:14][O:13][C:11](=[O:12])[C:10]=2[C:15]2[CH:20]=[CH:19][CH:18]=[CH:17][CH:16]=2)=[CH:7][CH:8]=1)(=[O:25])=[O:22]. The catalyst class is: 6. (6) Reactant: Cl.[CH3:2][NH:3][O:4][CH3:5].CCN=C=NCCCN(C)C.C1C=CC2N(O)N=NC=2C=1.[F:27][C:28]1[N:36]=[C:35]([F:37])[CH:34]=[CH:33][C:29]=1[C:30](O)=[O:31].C(N(C(C)C)CC)(C)C. Product: [F:27][C:28]1[N:36]=[C:35]([F:37])[CH:34]=[CH:33][C:29]=1[C:30]([N:3]([O:4][CH3:5])[CH3:2])=[O:31]. The catalyst class is: 248. (7) Reactant: [NH2:1][C:2]1[C:11]([CH3:12])=[C:10]([Cl:13])[CH:9]=[CH:8][C:3]=1[C:4]([O:6][CH3:7])=[O:5].C(OC(=O)C)(=O)C.[N:21](OCCC(C)C)=O.C([O-])(=O)C.[K+]. Product: [Cl:13][C:10]1[CH:9]=[CH:8][C:3]([C:4]([O:6][CH3:7])=[O:5])=[C:2]2[C:11]=1[CH:12]=[N:21][NH:1]2. The catalyst class is: 373.